From a dataset of Catalyst prediction with 721,799 reactions and 888 catalyst types from USPTO. Predict which catalyst facilitates the given reaction. (1) Reactant: Cl.[CH2:2]1[C:6]2([CH2:11][CH2:10][CH:9]([NH:12][NH2:13])[CH2:8][CH2:7]2)[CH2:5][CH2:4][CH2:3]1.C[O:15][CH:16](OC)[C:17](=O)/[CH:18]=[CH:19]/N(C)C. Product: [CH2:2]1[C:6]2([CH2:7][CH2:8][CH:9]([N:12]3[C:17]([CH:16]=[O:15])=[CH:18][CH:19]=[N:13]3)[CH2:10][CH2:11]2)[CH2:5][CH2:4][CH2:3]1. The catalyst class is: 5. (2) Reactant: [Br:1][C:2]1[CH:3]=[CH:4][C:5]([NH:8][C:9](=[O:41])[C:10]2[CH:15]=[CH:14][C:13]([S:16][C:17]3[CH:22]=[CH:21][C:20]([NH:23][CH2:24][CH2:25][CH3:26])=[CH:19][CH:18]=3)=[C:12]([NH:27][C:28]3[C:29]4[CH:37]=[CH:36][C:35]([CH:38]([CH3:40])[CH3:39])=[N:34][C:30]=4[N:31]=[CH:32][N:33]=3)[CH:11]=2)=[N:6][CH:7]=1.[C:42](O[BH-](OC(=O)C)OC(=O)C)(=O)[CH3:43].[Na+].C(=O)C. Product: [Br:1][C:2]1[CH:3]=[CH:4][C:5]([NH:8][C:9](=[O:41])[C:10]2[CH:15]=[CH:14][C:13]([S:16][C:17]3[CH:18]=[CH:19][C:20]([N:23]([CH2:42][CH3:43])[CH2:24][CH2:25][CH3:26])=[CH:21][CH:22]=3)=[C:12]([NH:27][C:28]3[C:29]4[CH:37]=[CH:36][C:35]([CH:38]([CH3:40])[CH3:39])=[N:34][C:30]=4[N:31]=[CH:32][N:33]=3)[CH:11]=2)=[N:6][CH:7]=1. The catalyst class is: 98.